This data is from Forward reaction prediction with 1.9M reactions from USPTO patents (1976-2016). The task is: Predict the product of the given reaction. (1) Given the reactants Cl.[C:2]([S:5][CH:6]1[CH2:11][CH2:10][NH:9][CH2:8]/[C:7]/1=[CH:12]\[C:13]1[CH:18]=[CH:17][CH:16]=[CH:15][CH:14]=1)(=[O:4])[CH3:3].Br[CH:20]([C:26]1[CH:31]=[CH:30][CH:29]=[CH:28][C:27]=1[F:32])[C:21]([CH:23]1[CH2:25][CH2:24]1)=[O:22].C(=O)([O-])[O-].[K+].[K+], predict the reaction product. The product is: [C:2]([S:5][CH:6]1[CH2:11][CH2:10][N:9]([CH:20]([C:26]2[CH:31]=[CH:30][CH:29]=[CH:28][C:27]=2[F:32])[C:21]([CH:23]2[CH2:24][CH2:25]2)=[O:22])[CH2:8]/[C:7]/1=[CH:12]\[C:13]1[CH:14]=[CH:15][CH:16]=[CH:17][CH:18]=1)(=[O:4])[CH3:3]. (2) Given the reactants [C:1]([C:3]1[CH:4]=[N:5][N:6]2[CH:11]=[CH:10][C:9]([C:12]3[CH:32]=[CH:31][C:15]([C:16]([N:18]4[CH2:23][CH2:22][N:21]([C:24]([O:26][C:27]([CH3:30])([CH3:29])[CH3:28])=[O:25])[CH2:20][CH2:19]4)=[O:17])=[CH:14][CH:13]=3)=[N:8][C:7]=12)#[CH:2].I[C:34]1[CH:39]=[CH:38][N:37]=[CH:36][CH:35]=1, predict the reaction product. The product is: [N:37]1[CH:38]=[CH:39][C:34]([C:2]#[C:1][C:3]2[CH:4]=[N:5][N:6]3[CH:11]=[CH:10][C:9]([C:12]4[CH:13]=[CH:14][C:15]([C:16]([N:18]5[CH2:19][CH2:20][N:21]([C:24]([O:26][C:27]([CH3:28])([CH3:29])[CH3:30])=[O:25])[CH2:22][CH2:23]5)=[O:17])=[CH:31][CH:32]=4)=[N:8][C:7]=23)=[CH:35][CH:36]=1. (3) Given the reactants C([O:3][C:4](=[O:26])[C:5]([CH3:25])([CH3:24])[CH2:6][CH2:7][CH2:8][O:9][CH2:10][CH2:11][O:12][CH2:13][CH2:14][CH2:15][C:16]([C:19]([O:21]CC)=[O:20])([CH3:18])[CH3:17])C.[OH-].[K+].C(OCC)(=O)C, predict the reaction product. The product is: [C:4]([C:5]([CH3:25])([CH3:24])[CH2:6][CH2:7][CH2:8][O:9][CH2:10][CH2:11][O:12][CH2:13][CH2:14][CH2:15][C:16]([CH3:18])([CH3:17])[C:19]([OH:21])=[O:20])([OH:26])=[O:3].